Dataset: Full USPTO retrosynthesis dataset with 1.9M reactions from patents (1976-2016). Task: Predict the reactants needed to synthesize the given product. (1) Given the product [CH2:1]([N:5]([CH2:6][C:7]1[CH:19]=[CH:18][C:10]([O:11][CH2:12][C:13]([O:15][CH2:16][CH3:17])=[O:14])=[C:9]([CH2:20][CH3:21])[CH:8]=1)[C:32]1[C:37]([CH3:38])=[C:36]([C:39]2[CH:44]=[CH:43][C:42]([CH3:45])=[CH:41][CH:40]=2)[N:35]=[CH:34][N:33]=1)[CH2:2][CH2:3][CH3:4], predict the reactants needed to synthesize it. The reactants are: [CH2:1]([NH:5][CH2:6][C:7]1[CH:19]=[CH:18][C:10]([O:11][CH2:12][C:13]([O:15][CH2:16][CH3:17])=[O:14])=[C:9]([CH2:20][CH3:21])[CH:8]=1)[CH2:2][CH2:3][CH3:4].C(N(CC)C(C)C)(C)C.Cl[C:32]1[C:37]([CH3:38])=[C:36]([C:39]2[CH:44]=[CH:43][C:42]([CH3:45])=[CH:41][CH:40]=2)[N:35]=[CH:34][N:33]=1. (2) The reactants are: [CH:1]1([CH2:6][N:7]2[C:19](=[O:20])[C:18]3[C:17]([O:21][C:22](=[O:29])[C:23]4[CH:28]=[CH:27][CH:26]=[CH:25][CH:24]=4)=[C:16]4[C:11]([C:12]([CH3:30])=[CH:13][CH:14]=[N:15]4)=[CH:10][C:9]=3[CH2:8]2)[CH2:5][CH:4]=[CH:3][CH2:2]1.[Br:31]N1C(=O)CCC1=O. Given the product [Br:31][CH2:30][C:12]1[C:11]2[C:16](=[C:17]([O:21][C:22](=[O:29])[C:23]3[CH:24]=[CH:25][CH:26]=[CH:27][CH:28]=3)[C:18]3[C:19](=[O:20])[N:7]([CH2:6][CH:1]4[CH2:5][CH:4]=[CH:3][CH2:2]4)[CH2:8][C:9]=3[CH:10]=2)[N:15]=[CH:14][CH:13]=1, predict the reactants needed to synthesize it.